From a dataset of Peptide-MHC class I binding affinity with 185,985 pairs from IEDB/IMGT. Regression. Given a peptide amino acid sequence and an MHC pseudo amino acid sequence, predict their binding affinity value. This is MHC class I binding data. The peptide sequence is AVAVHDFFK. The MHC is HLA-A68:01 with pseudo-sequence HLA-A68:01. The binding affinity (normalized) is 0.793.